This data is from Catalyst prediction with 721,799 reactions and 888 catalyst types from USPTO. The task is: Predict which catalyst facilitates the given reaction. (1) Reactant: S(OC)(O[CH3:5])(=O)=O.[OH:8][C:9]1[C:17]2[N:13]([C:14]([C:23](=[O:35])[C:24]3[CH:29]=[CH:28][C:27]([N+:30]([O-:32])=[O:31])=[C:26]([O:33][CH3:34])[CH:25]=3)=[C:15]([CH3:22])[C:16]=2[C:18]([O:20][CH3:21])=[O:19])[CH:12]=[CH:11][CH:10]=1.C(=O)([O-])[O-].[K+].[K+]. Product: [CH3:5][O:8][C:9]1[C:17]2[N:13]([C:14]([C:23](=[O:35])[C:24]3[CH:29]=[CH:28][C:27]([N+:30]([O-:32])=[O:31])=[C:26]([O:33][CH3:34])[CH:25]=3)=[C:15]([CH3:22])[C:16]=2[C:18]([O:20][CH3:21])=[O:19])[CH:12]=[CH:11][CH:10]=1. The catalyst class is: 21. (2) Reactant: [S:1]1[C:5]2[CH:6]=[CH:7][CH:8]=[CH:9][C:4]=2[C:3]([N:10]2[CH2:15][CH2:14][N:13]([CH2:16][CH2:17][CH2:18][C:19]3[CH:24]=[CH:23][C:22]([NH2:25])=[CH:21][CH:20]=3)[CH2:12][CH2:11]2)=[N:2]1.C(N(CC)CC)C.[C:33](Cl)(=[O:36])[CH:34]=[CH2:35]. Product: [S:1]1[C:5]2[CH:6]=[CH:7][CH:8]=[CH:9][C:4]=2[C:3]([N:10]2[CH2:11][CH2:12][N:13]([CH2:16][CH2:17][CH2:18][C:19]3[CH:20]=[CH:21][C:22]([NH:25][C:33](=[O:36])[CH:34]=[CH2:35])=[CH:23][CH:24]=3)[CH2:14][CH2:15]2)=[N:2]1. The catalyst class is: 4. (3) Reactant: CCO.[CH3:4][CH:5]([CH2:7][N:8]([S:32]([C:35]1[CH:36]=[CH:37][C:38]([NH2:41])=[CH:39][CH:40]=1)(=[O:34])=[O:33])[CH2:9][C@@H:10]([OH:31])[C@@H:11]([NH:19][C:20]([O:22][C@@H:23]1[C@@H:27]2[CH2:28][CH2:29][O:30][C@@H:26]2[O:25][CH2:24]1)=[O:21])[CH2:12][C:13]1[CH:14]=[CH:15][CH:16]=[CH:17][CH:18]=1)[CH3:6].OCC(CO)O. Product: [CH3:6][CH:5]([CH2:7][N:8]([S:32]([C:35]1[CH:40]=[CH:39][C:38]([NH2:41])=[CH:37][CH:36]=1)(=[O:34])=[O:33])[CH2:9][C@@H:10]([OH:31])[C@@H:11]([NH:19][C:20]([O:22][C@@H:23]1[C@@H:27]2[CH2:28][CH2:29][O:30][C@@H:26]2[O:25][CH2:24]1)=[O:21])[CH2:12][C:13]1[CH:18]=[CH:17][CH:16]=[CH:15][CH:14]=1)[CH3:4]. The catalyst class is: 6. (4) Reactant: [C:1]1([C@H:7]([NH:24][C:25]([O:27][C@@H:28]2[CH:33]3[CH2:34][CH2:35][N:30]([CH2:31][CH2:32]3)[CH2:29]2)=[O:26])[C:8]2[CH:9]=[C:10]([CH:21]=[CH:22][CH:23]=2)[O:11][CH2:12][C:13]2[O:17][C:16]([C:18]([OH:20])=[O:19])=[CH:15][CH:14]=2)[CH:6]=[CH:5][CH:4]=[CH:3][CH:2]=1.C(O)=O.C1([C@H](NC(O[C@@H]2C3CCN(CC3)C2)=O)C2C=C(C=CC=2)OCC2OC(C(O)=O)=CC=2)C=CC=CC=1.[ClH:74].CCOCC. Product: [ClH:74].[C:1]1([C@H:7]([NH:24][C:25]([O:27][C@@H:28]2[CH:33]3[CH2:34][CH2:35][N:30]([CH2:31][CH2:32]3)[CH2:29]2)=[O:26])[C:8]2[CH:9]=[C:10]([CH:21]=[CH:22][CH:23]=2)[O:11][CH2:12][C:13]2[O:17][C:16]([C:18]([OH:20])=[O:19])=[CH:15][CH:14]=2)[CH:6]=[CH:5][CH:4]=[CH:3][CH:2]=1. The catalyst class is: 12.